From a dataset of Full USPTO retrosynthesis dataset with 1.9M reactions from patents (1976-2016). Predict the reactants needed to synthesize the given product. (1) Given the product [CH2:22]([NH:24][C:2]1[C:7]([CH:8]=[O:9])=[CH:6][N:5]=[C:4]2[N:10]([CH2:13][C:14]3[CH:19]=[CH:18][C:17]([O:20][CH3:21])=[CH:16][CH:15]=3)[N:11]=[CH:12][C:3]=12)[CH3:23], predict the reactants needed to synthesize it. The reactants are: Cl[C:2]1[C:7]([CH:8]=[O:9])=[CH:6][N:5]=[C:4]2[N:10]([CH2:13][C:14]3[CH:19]=[CH:18][C:17]([O:20][CH3:21])=[CH:16][CH:15]=3)[N:11]=[CH:12][C:3]=12.[CH2:22]([NH2:24])[CH3:23]. (2) Given the product [F:8][C:7]1[CH:6]=[C:5]([C:9]2[O:10][C:11]([C:14]3[C:15]([C:20]4[CH:21]=[CH:22][CH:23]=[CH:24][CH:25]=4)=[N:16][O:17][C:18]=3[CH3:19])=[N:12][N:13]=2)[C:4]([O:26][CH3:27])=[CH:3][C:2]=1[NH:28][CH2:29][CH2:30][N:31]1[CH2:35][CH2:34][CH2:33][CH2:32]1, predict the reactants needed to synthesize it. The reactants are: F[C:2]1[C:7]([F:8])=[CH:6][C:5]([C:9]2[O:10][C:11]([C:14]3[C:15]([C:20]4[CH:25]=[CH:24][CH:23]=[CH:22][CH:21]=4)=[N:16][O:17][C:18]=3[CH3:19])=[N:12][N:13]=2)=[C:4]([O:26][CH3:27])[CH:3]=1.[NH2:28][CH2:29][CH2:30][N:31]1[CH2:35][CH2:34][CH2:33][CH2:32]1. (3) Given the product [C:6]([C:5]1[CH:4]=[CH:3][C:2]([O:1][CH2:19][C:20]([OH:22])=[O:21])=[CH:15][CH:14]=1)(=[O:7])[C:8]1[CH:13]=[CH:12][CH:11]=[CH:10][CH:9]=1, predict the reactants needed to synthesize it. The reactants are: [OH:1][C:2]1[CH:15]=[CH:14][C:5]([C:6]([C:8]2[CH:13]=[CH:12][CH:11]=[CH:10][CH:9]=2)=[O:7])=[CH:4][CH:3]=1.[OH-].[Na+].Cl[CH2:19][C:20]([OH:22])=[O:21].